Task: Predict the reactants needed to synthesize the given product.. Dataset: Full USPTO retrosynthesis dataset with 1.9M reactions from patents (1976-2016) (1) Given the product [F:5][C:6]1[C:7]([C:16]2[CH:17]=[CH:18][C:19]([C:22]3[CH:27]=[CH:26][CH:25]=[CH:24][CH:23]=3)=[CH:20][CH:21]=2)=[CH:8][C:9]([NH2:13])=[C:10]([NH2:12])[CH:11]=1, predict the reactants needed to synthesize it. The reactants are: CCO.O.[F:5][C:6]1[CH:11]=[C:10]([NH2:12])[C:9]([N+:13]([O-])=O)=[CH:8][C:7]=1[C:16]1[CH:21]=[CH:20][C:19]([C:22]2[CH:27]=[CH:26][CH:25]=[CH:24][CH:23]=2)=[CH:18][CH:17]=1.[NH4+].[Cl-]. (2) Given the product [C:1]([Si:5]([CH3:35])([CH3:34])[O:6][CH:7]([C:30]([CH3:33])([CH3:32])[CH3:31])[CH2:8][CH2:9][C:10]1[CH:15]=[CH:14][C:13]([C:16]([C:21]2[CH:26]=[CH:25][C:24]([O:27][CH2:46][C@H:47]3[O:51][C:50](=[O:52])[CH2:49][CH2:48]3)=[C:23]([CH3:28])[CH:22]=2)([CH2:17][CH3:18])[CH2:19][CH3:20])=[CH:12][C:11]=1[CH3:29])([CH3:3])([CH3:2])[CH3:4], predict the reactants needed to synthesize it. The reactants are: [C:1]([Si:5]([CH3:35])([CH3:34])[O:6][CH:7]([C:30]([CH3:33])([CH3:32])[CH3:31])[CH2:8][CH2:9][C:10]1[CH:15]=[CH:14][C:13]([C:16]([C:21]2[CH:26]=[CH:25][C:24]([OH:27])=[C:23]([CH3:28])[CH:22]=2)([CH2:19][CH3:20])[CH2:17][CH3:18])=[CH:12][C:11]=1[CH3:29])([CH3:4])([CH3:3])[CH3:2].C1(C)C=CC(S(O[CH2:46][C@H:47]2[O:51][C:50](=[O:52])[CH2:49][CH2:48]2)(=O)=O)=CC=1.C([O-])([O-])=O.[K+].[K+].C(OCC)(=O)C.